Dataset: NCI-60 drug combinations with 297,098 pairs across 59 cell lines. Task: Regression. Given two drug SMILES strings and cell line genomic features, predict the synergy score measuring deviation from expected non-interaction effect. Drug 1: CC12CCC(CC1=CCC3C2CCC4(C3CC=C4C5=CN=CC=C5)C)O. Drug 2: CC(C)CN1C=NC2=C1C3=CC=CC=C3N=C2N. Cell line: HCT-15. Synergy scores: CSS=6.26, Synergy_ZIP=-0.810, Synergy_Bliss=0.650, Synergy_Loewe=-1.66, Synergy_HSA=-1.83.